This data is from Full USPTO retrosynthesis dataset with 1.9M reactions from patents (1976-2016). The task is: Predict the reactants needed to synthesize the given product. Given the product [Br:23][C:24]1[N:29]=[CH:28][C:27]([CH2:30][N:15]([CH:12]2[CH2:11][CH2:10][N:9]([CH:6]3[CH2:7][CH2:8][N:3]([CH3:2])[CH2:4][CH2:5]3)[CH2:14][CH2:13]2)[C:42](=[O:43])/[CH:41]=[CH:40]/[C:39]2[CH:38]=[CH:37][C:36]([C:35]([F:47])([F:48])[F:34])=[CH:46][CH:45]=2)=[CH:26][CH:25]=1, predict the reactants needed to synthesize it. The reactants are: Cl.[CH3:2][N:3]1[CH2:8][CH2:7][CH:6]([N:9]2[CH2:14][CH2:13][CH:12]([NH2:15])[CH2:11][CH2:10]2)[CH2:5][CH2:4]1.C(N(CC)CC)C.[Br:23][C:24]1[N:29]=[CH:28][C:27]([CH:30]=O)=[CH:26][CH:25]=1.[BH4-].[Na+].[F:34][C:35]([F:48])([F:47])[C:36]1[CH:46]=[CH:45][C:39]([CH:40]=[CH:41][C:42](O)=[O:43])=[CH:38][CH:37]=1.C(Cl)CCl.